From a dataset of Forward reaction prediction with 1.9M reactions from USPTO patents (1976-2016). Predict the product of the given reaction. (1) The product is: [Cl:19][C:15]1[C:13]2[N:14]=[C:10]([CH2:2][C:1]([O:4][C:5]([CH3:8])([CH3:7])[CH3:6])=[O:3])[S:11][C:12]=2[CH:18]=[CH:17][CH:16]=1. Given the reactants [C:1]([O:4][C:5]([CH3:8])([CH3:7])[CH3:6])(=[O:3])[CH3:2].Cl[C:10]1[S:11][C:12]2[CH:18]=[CH:17][CH:16]=[C:15]([Cl:19])[C:13]=2[N:14]=1.C[Si]([N-][Si](C)(C)C)(C)C.[Li+], predict the reaction product. (2) Given the reactants [CH:1]1([NH:4][C:5]2[C:6]([C:19]3[CH:24]=[CH:23][CH:22]=[CH:21][CH:20]=3)=[N:7][C:8]3[C:13]([N:14]=2)=[CH:12][C:11]([C:15]([O:17]C)=[O:16])=[CH:10][CH:9]=3)[CH2:3][CH2:2]1.[H-].[Na+].[CH3:27]I, predict the reaction product. The product is: [CH:1]1([N:4]([CH3:27])[C:5]2[C:6]([C:19]3[CH:24]=[CH:23][CH:22]=[CH:21][CH:20]=3)=[N:7][C:8]3[C:13]([N:14]=2)=[CH:12][C:11]([C:15]([OH:17])=[O:16])=[CH:10][CH:9]=3)[CH2:3][CH2:2]1. (3) Given the reactants C[O:2][C:3]1[CH:4]=[C:5]2[C:10](=[CH:11][C:12]=1[O:13]C)[C:9](=[O:15])[C:8]([CH3:17])([CH3:16])[CH2:7][CH2:6]2, predict the reaction product. The product is: [OH:2][C:3]1[CH:4]=[C:5]2[C:10](=[CH:11][C:12]=1[OH:13])[C:9](=[O:15])[C:8]([CH3:17])([CH3:16])[CH2:7][CH2:6]2.